Dataset: Full USPTO retrosynthesis dataset with 1.9M reactions from patents (1976-2016). Task: Predict the reactants needed to synthesize the given product. Given the product [Cl:16][C:17]1[CH:3]=[C:2]([NH:5][C@H:9]2[CH2:13][C:12](=[O:14])[N:11]([CH3:15])[CH2:10]2)[CH:4]=[CH:21][C:18]=1[C:19]#[N:20], predict the reactants needed to synthesize it. The reactants are: C[C:2]([N:5]([C@H:9]1[CH2:13][C:12](=[O:14])[N:11]([CH3:15])[CH2:10]1)C(=O)[O-])([CH3:4])[CH3:3].[Cl:16][C:17]1C=C(F)C=[CH:21][C:18]=1[C:19]#[N:20].C([O-])(O)=O.[Na+].